Regression/Classification. Given a drug SMILES string, predict its absorption, distribution, metabolism, or excretion properties. Task type varies by dataset: regression for continuous measurements (e.g., permeability, clearance, half-life) or binary classification for categorical outcomes (e.g., BBB penetration, CYP inhibition). For this dataset (solubility_aqsoldb), we predict Y. From a dataset of Aqueous solubility values for 9,982 compounds from the AqSolDB database. (1) The drug is CC1=NN(c2ccccc2)C(=O)/C1=N/Nc1ccc(-c2ccc(N/N=C3/C(=O)N(c4ccccc4)N=C3C)c(Cl)c2)cc1Cl. The Y is -8.14 log mol/L. (2) The molecule is CNC(N)=O. The Y is 1.13 log mol/L. (3) The compound is O=[N+]([O-])c1cc(Cl)ccc1Cl. The Y is -3.36 log mol/L. (4) The drug is CCCCCCCC/C=C\CCCCCCCCNCCCNCCCN. The Y is -3.72 log mol/L. (5) The compound is CCCCCCCCCc1cccc(Nc2cccc(CCCCCCCCC)c2)c1. The Y is -7.93 log mol/L.